Dataset: Full USPTO retrosynthesis dataset with 1.9M reactions from patents (1976-2016). Task: Predict the reactants needed to synthesize the given product. The reactants are: [C:1]([O:5][C:6]([N:8]1[CH2:13][CH2:12][CH2:11][C@H:10]([CH2:14][O:15][C:16]2[CH:21]=[CH:20][CH:19]=[CH:18][C:17]=2[O:22]CC2C=CC=CC=2)[CH2:9]1)=[O:7])([CH3:4])([CH3:3])[CH3:2]. Given the product [C:1]([O:5][C:6]([N:8]1[CH2:13][CH2:12][CH2:11][C@H:10]([CH2:14][O:15][C:16]2[CH:21]=[CH:20][CH:19]=[CH:18][C:17]=2[OH:22])[CH2:9]1)=[O:7])([CH3:4])([CH3:2])[CH3:3], predict the reactants needed to synthesize it.